Predict the reactants needed to synthesize the given product. From a dataset of Full USPTO retrosynthesis dataset with 1.9M reactions from patents (1976-2016). Given the product [C:8]([C:3]1[C:4]([CH3:7])=[N:5][S:6][C:2]=1[NH:1][C:17](=[O:21])[CH2:18][CH2:19][CH3:20])#[N:9], predict the reactants needed to synthesize it. The reactants are: [NH2:1][C:2]1[S:6][N:5]=[C:4]([CH3:7])[C:3]=1[C:8]#[N:9].CCN(CC)CC.[C:17](Cl)(=[O:21])[CH2:18][CH2:19][CH3:20].